This data is from NCI-60 drug combinations with 297,098 pairs across 59 cell lines. The task is: Regression. Given two drug SMILES strings and cell line genomic features, predict the synergy score measuring deviation from expected non-interaction effect. (1) Drug 1: CCC(=C(C1=CC=CC=C1)C2=CC=C(C=C2)OCCN(C)C)C3=CC=CC=C3.C(C(=O)O)C(CC(=O)O)(C(=O)O)O. Drug 2: COCCOC1=C(C=C2C(=C1)C(=NC=N2)NC3=CC=CC(=C3)C#C)OCCOC.Cl. Cell line: DU-145. Synergy scores: CSS=24.2, Synergy_ZIP=0.370, Synergy_Bliss=8.97, Synergy_Loewe=3.98, Synergy_HSA=6.07. (2) Drug 1: CC1=CC=C(C=C1)C2=CC(=NN2C3=CC=C(C=C3)S(=O)(=O)N)C(F)(F)F. Drug 2: N.N.Cl[Pt+2]Cl. Cell line: RPMI-8226. Synergy scores: CSS=43.7, Synergy_ZIP=1.11, Synergy_Bliss=-0.327, Synergy_Loewe=-11.8, Synergy_HSA=-2.30.